This data is from Forward reaction prediction with 1.9M reactions from USPTO patents (1976-2016). The task is: Predict the product of the given reaction. (1) Given the reactants [C:1]1([CH3:13])[CH:6]=[CH:5][C:4]([C:7]2[N:11]=[C:10](Cl)[S:9][N:8]=2)=[CH:3][CH:2]=1.[F:14][C:15]1[CH:20]=[CH:19][C:18]([Mg]Br)=[CH:17][CH:16]=1.O=O, predict the reaction product. The product is: [F:14][C:15]1[CH:20]=[CH:19][C:18]([C:10]2[S:9][N:8]=[C:7]([C:4]3[CH:5]=[CH:6][C:1]([CH3:13])=[CH:2][CH:3]=3)[N:11]=2)=[CH:17][CH:16]=1. (2) Given the reactants C(=O)[CH2:2][CH:3]([CH3:5])[CH3:4].[CH2:7]([O:9][C:10]([C@H:12]1[C@@H:17]([NH2:18])[C@H:16]2[CH2:19][C@@H:13]1[CH2:14][CH2:15]2)=[O:11])[CH3:8].C([BH3-])#N.[Na+], predict the reaction product. The product is: [CH2:7]([O:9][C:10]([C@H:12]1[C@@H:17]([NH:18][CH2:2][CH:3]([CH3:5])[CH3:4])[C@H:16]2[CH2:19][C@@H:13]1[CH2:14][CH2:15]2)=[O:11])[CH3:8]. (3) Given the reactants [NH2:1][C@H:2]([CH3:20])[CH2:3][O:4][C:5]1[CH:6]=[C:7]([C:12]2[CH:17]=[C:16]([CH:18]=[CH2:19])[CH:15]=[CH:14][N:13]=2)[C:8]([Cl:11])=[N:9][CH:10]=1.O.[C:22]1([CH3:32])[CH:27]=[CH:26][C:25]([S:28]([OH:31])(=[O:30])=[O:29])=[CH:24][CH:23]=1.C(OCC)C, predict the reaction product. The product is: [C:22]1([CH3:32])[CH:23]=[CH:24][C:25]([S:28]([OH:31])(=[O:29])=[O:30])=[CH:26][CH:27]=1.[NH2:1][C@H:2]([CH3:20])[CH2:3][O:4][C:5]1[CH:6]=[C:7]([C:12]2[CH:17]=[C:16]([CH:18]=[CH2:19])[CH:15]=[CH:14][N:13]=2)[C:8]([Cl:11])=[N:9][CH:10]=1.